This data is from Catalyst prediction with 721,799 reactions and 888 catalyst types from USPTO. The task is: Predict which catalyst facilitates the given reaction. (1) Reactant: [CH3:1][C:2]([Si:17]([CH3:20])([CH3:19])[CH3:18])([O:4][C@@H:5]1[CH2:8][C@H:7]([NH:9][C:10](=[O:16])[O:11][C:12]([CH3:15])([CH3:14])[CH3:13])[CH2:6]1)[CH3:3].[H-].[Na+].I[CH3:24]. Product: [CH3:24][N:9]([C@H:7]1[CH2:6][C@@H:5]([O:4][C:2]([CH3:1])([Si:17]([CH3:20])([CH3:19])[CH3:18])[CH3:3])[CH2:8]1)[C:10](=[O:16])[O:11][C:12]([CH3:13])([CH3:14])[CH3:15]. The catalyst class is: 1. (2) Reactant: [N:1]([C:4]1[CH:9]=[CH:8][N:7]=[CH:6][C:5]=1/[CH:10]=[N:11]/[C:12]1[C:17]([Cl:18])=[CH:16][C:15]([F:19])=[CH:14][C:13]=1[Cl:20])=[N+]=[N-]. Product: [Cl:20][C:13]1[CH:14]=[C:15]([F:19])[CH:16]=[C:17]([Cl:18])[C:12]=1[N:11]1[CH:10]=[C:5]2[CH:6]=[N:7][CH:8]=[CH:9][C:4]2=[N:1]1. The catalyst class is: 11. (3) Reactant: [F:1][C:2]1[N:10]=[C:9]([F:11])[CH:8]=[CH:7][C:3]=1[C:4]([OH:6])=O.CCN=C=NCCCN(C)C.[O:23]([C:30]1[CH:37]=[CH:36][C:33]([CH2:34][NH2:35])=[CH:32][CH:31]=1)[C:24]1[CH:29]=[CH:28][CH:27]=[CH:26][CH:25]=1.C(=O)(O)[O-].[Na+]. Product: [O:23]([C:30]1[CH:31]=[CH:32][C:33]([CH2:34][NH:35][C:4](=[O:6])[C:3]2[CH:7]=[CH:8][C:9]([F:11])=[N:10][C:2]=2[F:1])=[CH:36][CH:37]=1)[C:24]1[CH:29]=[CH:28][CH:27]=[CH:26][CH:25]=1. The catalyst class is: 3.